Dataset: TCR-epitope binding with 47,182 pairs between 192 epitopes and 23,139 TCRs. Task: Binary Classification. Given a T-cell receptor sequence (or CDR3 region) and an epitope sequence, predict whether binding occurs between them. (1) The epitope is TPGPGVRYPL. The TCR CDR3 sequence is CASTTAADTQYF. Result: 1 (the TCR binds to the epitope). (2) The epitope is ALLADKFPV. The TCR CDR3 sequence is CASSSRAGTSSYNEQFF. Result: 0 (the TCR does not bind to the epitope). (3) The epitope is MPASWVMRI. The TCR CDR3 sequence is CASSQDGSYEQYF. Result: 1 (the TCR binds to the epitope). (4) The TCR CDR3 sequence is CASSNTLGEQYF. Result: 0 (the TCR does not bind to the epitope). The epitope is TEKSNIIRGW. (5) The epitope is YIFFASFYY. The TCR CDR3 sequence is CASSYSSARQETQYF. Result: 1 (the TCR binds to the epitope). (6) The epitope is VLQAVGACV. The TCR CDR3 sequence is CASAETGQGAAGYTF. Result: 0 (the TCR does not bind to the epitope). (7) The epitope is MLNIPSINV. The TCR CDR3 sequence is CATSRDAGEVETQYF. Result: 0 (the TCR does not bind to the epitope).